Dataset: Full USPTO retrosynthesis dataset with 1.9M reactions from patents (1976-2016). Task: Predict the reactants needed to synthesize the given product. (1) Given the product [C:23]([O:25][C:4]1[CH:5]=[C:6]([Br:18])[CH:7]=[C:8]2[C:13]=1[O:12][C:11]([CH3:14])([CH3:15])[CH2:10][C:9]2([CH3:16])[CH3:17])(=[O:24])[CH3:22], predict the reactants needed to synthesize it. The reactants are: C([C:4]1[CH:5]=[C:6]([Br:18])[CH:7]=[C:8]2[C:13]=1[O:12][C:11]([CH3:15])([CH3:14])[CH2:10][C:9]2([CH3:17])[CH3:16])(=O)C.ClC1C=[C:22](C=CC=1)[C:23]([O:25]O)=[O:24].C(OCC)(=O)C. (2) Given the product [CH:19]1([NH:22][C:12](=[O:14])[C:11]2[CH:15]=[CH:16][N:17]=[CH:18][C:10]=2[NH:9][C:3]2[CH:4]=[CH:5][C:6]([I:8])=[CH:7][C:2]=2[F:1])[CH2:21][CH2:20]1, predict the reactants needed to synthesize it. The reactants are: [F:1][C:2]1[CH:7]=[C:6]([I:8])[CH:5]=[CH:4][C:3]=1[NH:9][C:10]1[CH:18]=[N:17][CH:16]=[CH:15][C:11]=1[C:12]([OH:14])=O.[CH:19]1([NH2:22])[CH2:21][CH2:20]1. (3) Given the product [C:1]([C:5]1[N:10]=[C:9]([O:11][CH2:12][CH3:13])[C:8]([C:14]2[N:15]([C:33]([N:47]3[CH2:48][CH2:49][N:44]([CH2:43][C:42]([N:36]4[CH2:37][CH2:38][O:39][CH2:40][CH2:41]4)=[O:50])[CH2:45][CH2:46]3)=[O:34])[C@H:16]([C:26]3[CH:27]=[CH:28][C:29]([Cl:32])=[CH:30][CH:31]=3)[C@H:17]([C:19]3[CH:20]=[CH:21][C:22]([Cl:25])=[CH:23][CH:24]=3)[N:18]=2)=[CH:7][N:6]=1)([CH3:4])([CH3:3])[CH3:2], predict the reactants needed to synthesize it. The reactants are: [C:1]([C:5]1[N:10]=[C:9]([O:11][CH2:12][CH3:13])[C:8]([C:14]2[N:15]([C:33](Cl)=[O:34])[CH:16]([C:26]3[CH:31]=[CH:30][C:29]([Cl:32])=[CH:28][CH:27]=3)[CH:17]([C:19]3[CH:24]=[CH:23][C:22]([Cl:25])=[CH:21][CH:20]=3)[N:18]=2)=[CH:7][N:6]=1)([CH3:4])([CH3:3])[CH3:2].[N:36]1([C:42](=[O:50])[CH2:43][N:44]2[CH2:49][CH2:48][NH:47][CH2:46][CH2:45]2)[CH2:41][CH2:40][O:39][CH2:38][CH2:37]1. (4) Given the product [Br:1][C:2]1[CH:7]=[C:6]([CH:8]([CH3:9])[CH3:10])[CH:5]=[C:4]2[C:3]=1[N:11]=[CH:14][CH:13]=[CH:12]2, predict the reactants needed to synthesize it. The reactants are: [Br:1][C:2]1[CH:7]=[C:6]([CH:8]([CH3:10])[CH3:9])[CH:5]=[CH:4][C:3]=1[NH2:11].[CH2:12](O)[CH:13](O)[CH2:14]O.[Na+].[N+](C1C=C(S([O-])(=O)=O)C=CC=1)([O-])=O.[OH-].[Na+]. (5) Given the product [CH3:4][O:5][C:6]1[CH:11]=[C:10]([O:12][CH3:13])[CH:9]=[CH:8][C:7]=1[NH:14][C:15]([NH:17][C:18]1[C:19]([C:28]([NH:30][C@@H:31]([CH:36]2[CH2:37][CH2:38][CH2:39][CH2:40][CH2:41]2)[C:32]([OH:34])=[O:33])=[O:29])=[CH:20][C:21]2[C:26]([CH:27]=1)=[CH:25][CH:24]=[CH:23][CH:22]=2)=[O:16], predict the reactants needed to synthesize it. The reactants are: O.[OH-].[Li+].[CH3:4][O:5][C:6]1[CH:11]=[C:10]([O:12][CH3:13])[CH:9]=[CH:8][C:7]=1[NH:14][C:15]([NH:17][C:18]1[C:19]([C:28]([NH:30][C@@H:31]([CH:36]2[CH2:41][CH2:40][CH2:39][CH2:38][CH2:37]2)[C:32]([O:34]C)=[O:33])=[O:29])=[CH:20][C:21]2[C:26]([CH:27]=1)=[CH:25][CH:24]=[CH:23][CH:22]=2)=[O:16].O.Cl. (6) Given the product [C:30]([C:33]1[CH:38]=[CH:37][C:36]([C:2]2[C:3]3[N:4]([C:15](=[O:29])[N:16]([CH2:18][C:19]4[CH:20]=[N:21][C:22]([C:25]([F:26])([F:27])[F:28])=[CH:23][CH:24]=4)[N:17]=3)[CH:5]=[CH:6][C:7]=2[C:8]2[CH:13]=[CH:12][C:11]([Cl:14])=[CH:10][CH:9]=2)=[CH:35][CH:34]=1)(=[O:32])[CH3:31], predict the reactants needed to synthesize it. The reactants are: Br[C:2]1[C:3]2[N:4]([C:15](=[O:29])[N:16]([CH2:18][C:19]3[CH:20]=[N:21][C:22]([C:25]([F:28])([F:27])[F:26])=[CH:23][CH:24]=3)[N:17]=2)[CH:5]=[CH:6][C:7]=1[C:8]1[CH:13]=[CH:12][C:11]([Cl:14])=[CH:10][CH:9]=1.[C:30]([C:33]1[CH:38]=[CH:37][C:36](B(O)O)=[CH:35][CH:34]=1)(=[O:32])[CH3:31].C(Cl)Cl.[O-]P([O-])([O-])=O.[K+].[K+].[K+]. (7) Given the product [F:1][C:2]1[CH:10]=[C:9]([I:11])[CH:8]=[CH:7][C:3]=1[C:4]([N:6]=[C:13]=[O:14])=[O:5], predict the reactants needed to synthesize it. The reactants are: [F:1][C:2]1[CH:10]=[C:9]([I:11])[CH:8]=[CH:7][C:3]=1[C:4]([NH2:6])=[O:5].C(Cl)(=O)[C:13](Cl)=[O:14]. (8) Given the product [Cl:8][C:5]1[N:4]=[C:3]([NH:9][CH:10]2[CH2:13][CH2:12][CH2:11]2)[C:2]([C:17]2[CH:18]=[CH:19][N:15]([CH3:14])[N:16]=2)=[CH:7][N:6]=1, predict the reactants needed to synthesize it. The reactants are: Br[C:2]1[C:3]([NH:9][CH:10]2[CH2:13][CH2:12][CH2:11]2)=[N:4][C:5]([Cl:8])=[N:6][CH:7]=1.[CH3:14][N:15]1[CH:19]=[CH:18][C:17](B2OC(C)(C)C(C)(C)O2)=[N:16]1.C(=O)([O-])[O-].[K+].[K+].O1CCOCC1.